Dataset: Catalyst prediction with 721,799 reactions and 888 catalyst types from USPTO. Task: Predict which catalyst facilitates the given reaction. (1) Reactant: [CH2:1]([O:8][C:9]1[CH:14]=[CH:13][C:12]([C:15]2[CH:20]=[C:19]([N:21](C(OC(C)(C)C)=O)[C@H:22]([C:30]([O:32][CH2:33][CH3:34])=[O:31])[CH2:23][C:24]3[CH:29]=[CH:28][CH:27]=[CH:26][CH:25]=3)[CH:18]=[CH:17][N:16]=2)=[CH:11][CH:10]=1)[C:2]1[CH:7]=[CH:6][CH:5]=[CH:4][CH:3]=1.Cl. Product: [CH2:1]([O:8][C:9]1[CH:10]=[CH:11][C:12]([C:15]2[CH:20]=[C:19]([NH:21][C@H:22]([C:30]([O:32][CH2:33][CH3:34])=[O:31])[CH2:23][C:24]3[CH:29]=[CH:28][CH:27]=[CH:26][CH:25]=3)[CH:18]=[CH:17][N:16]=2)=[CH:13][CH:14]=1)[C:2]1[CH:7]=[CH:6][CH:5]=[CH:4][CH:3]=1. The catalyst class is: 12. (2) Reactant: [CH3:1][N:2]1[CH2:6][CH2:5][NH:4][C:3]1=[O:7].[H-].[Na+].Cl[CH2:11][C:12]1[CH:17]=[N:16][C:15]2[N:18]([CH2:21][CH3:22])[N:19]=[CH:20][C:14]=2[C:13]=1[NH:23][CH:24]1[CH2:29][CH2:28][O:27][CH2:26][CH2:25]1. Product: [CH2:21]([N:18]1[C:15]2=[N:16][CH:17]=[C:12]([CH2:11][N:4]3[CH2:5][CH2:6][N:2]([CH3:1])[C:3]3=[O:7])[C:13]([NH:23][CH:24]3[CH2:29][CH2:28][O:27][CH2:26][CH2:25]3)=[C:14]2[CH:20]=[N:19]1)[CH3:22]. The catalyst class is: 3.